This data is from Forward reaction prediction with 1.9M reactions from USPTO patents (1976-2016). The task is: Predict the product of the given reaction. (1) Given the reactants [C:1]1([C:19]2[CH:24]=[CH:23][CH:22]=[CH:21][CH:20]=2)[C:2]([C:7]([NH:9][C:10]2[CH:11]=[C:12]([CH:16]=[CH:17][CH:18]=2)[C:13](O)=[O:14])=[O:8])=[CH:3][CH:4]=[CH:5][CH:6]=1.[CH2:25]1[O:29][C:28]2[CH:30]=[C:31]([CH2:34][NH2:35])[CH:32]=[CH:33][C:27]=2[O:26]1.CN(C(ON1N=NC2C=CC=CC1=2)=[N+](C)C)C.[B-](F)(F)(F)F.C(N(C(C)C)C(C)C)C, predict the reaction product. The product is: [O:26]1[C:27]2[CH:33]=[CH:32][C:31]([CH2:34][NH:35][C:13](=[O:14])[C:12]3[CH:16]=[CH:17][CH:18]=[C:10]([NH:9][C:7]([C:2]4[C:1]([C:19]5[CH:24]=[CH:23][CH:22]=[CH:21][CH:20]=5)=[CH:6][CH:5]=[CH:4][CH:3]=4)=[O:8])[CH:11]=3)=[CH:30][C:28]=2[O:29][CH2:25]1. (2) Given the reactants [NH2:1][C:2]1[N:7]=[CH:6][C:5]([CH2:8][N:9]2[CH2:14][CH2:13][N:12]([CH3:15])[C:11](=[O:16])[CH2:10]2)=[CH:4][CH:3]=1.[CH3:17][N:18]([CH3:36])[C:19]([C:21]1[N:30]([CH:31]2[CH2:35][CH2:34][CH2:33][CH2:32]2)[C:24]2[N:25]=[C:26](Cl)[N:27]=[CH:28][C:23]=2[CH:22]=1)=[O:20], predict the reaction product. The product is: [CH3:17][N:18]([CH3:36])[C:19]([C:21]1[N:30]([CH:31]2[CH2:35][CH2:34][CH2:33][CH2:32]2)[C:24]2[N:25]=[C:26]([NH:1][C:2]3[CH:3]=[CH:4][C:5]([CH2:8][N:9]4[CH2:14][CH2:13][N:12]([CH3:15])[C:11](=[O:16])[CH2:10]4)=[CH:6][N:7]=3)[N:27]=[CH:28][C:23]=2[CH:22]=1)=[O:20]. (3) Given the reactants Br[C:2]1[CH:6]=[N:5][N:4]([CH3:7])[C:3]=1[CH:8]([OH:18])[CH2:9][CH2:10][CH2:11][C:12]1[CH:17]=[CH:16][CH:15]=[CH:14][CH:13]=1.[CH2:19]([O:21][C:22](=[O:48])[CH2:23][C:24]1([C:27]2[CH:32]=[CH:31][C:30]([C:33]3[CH:38]=[CH:37][C:36](B4OC(C)(C)C(C)(C)O4)=[CH:35][CH:34]=3)=[CH:29][CH:28]=2)[CH2:26][CH2:25]1)[CH3:20], predict the reaction product. The product is: [CH2:19]([O:21][C:22](=[O:48])[CH2:23][C:24]1([C:27]2[CH:28]=[CH:29][C:30]([C:33]3[CH:38]=[CH:37][C:36]([C:2]4[CH:6]=[N:5][N:4]([CH3:7])[C:3]=4[CH:8]([OH:18])[CH2:9][CH2:10][CH2:11][C:12]4[CH:17]=[CH:16][CH:15]=[CH:14][CH:13]=4)=[CH:35][CH:34]=3)=[CH:31][CH:32]=2)[CH2:25][CH2:26]1)[CH3:20]. (4) Given the reactants [CH3:1][CH:2]1[CH2:7][CH:6]([NH2:8])[CH:5]([CH:9]([CH3:11])[CH3:10])[CH2:4][CH2:3]1.[CH3:12][O:13][C:14]1[CH:15]=[C:16]([CH2:22][C:23](Cl)=[O:24])[CH:17]=[CH:18][C:19]=1[O:20][CH3:21], predict the reaction product. The product is: [CH3:12][O:13][C:14]1[CH:15]=[C:16]([CH2:22][C:23]([NH:8][C@H:6]2[CH2:7][C@H:2]([CH3:1])[CH2:3][CH2:4][C@H:5]2[CH:9]([CH3:11])[CH3:10])=[O:24])[CH:17]=[CH:18][C:19]=1[O:20][CH3:21].[CH3:12][O:13][C:14]1[CH:15]=[C:16]([CH2:22][C:23]([NH:8][C@@H:6]2[CH2:7][C@@H:2]([CH3:1])[CH2:3][CH2:4][C@@H:5]2[CH:9]([CH3:11])[CH3:10])=[O:24])[CH:17]=[CH:18][C:19]=1[O:20][CH3:21]. (5) Given the reactants C([NH:4][C:5]1[C:14]([N+:15]([O-:17])=[O:16])=[C:13]([C:18]([F:21])([F:20])[F:19])[CH:12]=[CH:11][C:6]=1[C:7]([O:9][CH3:10])=[O:8])(=O)C.Cl, predict the reaction product. The product is: [NH2:4][C:5]1[C:14]([N+:15]([O-:17])=[O:16])=[C:13]([C:18]([F:19])([F:20])[F:21])[CH:12]=[CH:11][C:6]=1[C:7]([O:9][CH3:10])=[O:8]. (6) The product is: [CH3:17][C@@H:18]([CH2:22][CH:23]=[CH2:24])[C:19]([O:1][CH2:2][C@H:3]([NH:10][C:11](=[O:16])[CH2:12][CH2:13][CH:14]=[CH2:15])[C:4]1[CH:9]=[CH:8][CH:7]=[CH:6][CH:5]=1)=[O:20]. Given the reactants [OH:1][CH2:2][C@@H:3]([NH:10][C:11](=[O:16])[CH2:12][CH2:13][CH:14]=[CH2:15])[C:4]1[CH:9]=[CH:8][CH:7]=[CH:6][CH:5]=1.[CH3:17][C@H:18]([CH2:22][CH:23]=[CH2:24])[C:19](O)=[O:20], predict the reaction product. (7) Given the reactants [C:1]([O:5][C:6]([NH:8][CH2:9][CH2:10]OS(C)(=O)=O)=[O:7])([CH3:4])([CH3:3])[CH3:2].[N+:16]([C:19]1[N:20]=[CH:21][NH:22][CH:23]=1)([O-:18])=[O:17].C([O-])([O-])=O.[K+].[K+], predict the reaction product. The product is: [C:1]([O:5][C:6](=[O:7])[NH:8][CH2:9][CH2:10][N:22]1[CH:23]=[C:19]([N+:16]([O-:18])=[O:17])[N:20]=[CH:21]1)([CH3:4])([CH3:3])[CH3:2].